From a dataset of Catalyst prediction with 721,799 reactions and 888 catalyst types from USPTO. Predict which catalyst facilitates the given reaction. (1) Reactant: [CH2:1]([O:8][C:9]1[CH:10]=[C:11]([CH:25]=[C:26]([OH:28])[CH:27]=1)[C:12]([NH:14][C:15]1[N:20]=[CH:19][C:18]([C:21]([O:23][CH3:24])=[O:22])=[CH:17][CH:16]=1)=[O:13])[C:2]1[CH:7]=[CH:6][CH:5]=[CH:4][CH:3]=1.[C:29]1(P(C2C=CC=CC=2)C2C=CC=CC=2)[CH:34]=CC=C[CH:30]=1.C(O)(C)C.CC(OC(/N=N/C(OC(C)C)=O)=O)C. Product: [CH2:1]([O:8][C:9]1[CH:10]=[C:11]([CH:25]=[C:26]([O:28][CH:29]([CH3:34])[CH3:30])[CH:27]=1)[C:12]([NH:14][C:15]1[N:20]=[CH:19][C:18]([C:21]([O:23][CH3:24])=[O:22])=[CH:17][CH:16]=1)=[O:13])[C:2]1[CH:3]=[CH:4][CH:5]=[CH:6][CH:7]=1. The catalyst class is: 1. (2) Reactant: [Cl:1][C:2]1[CH:3]=[C:4]([C:12]2[N:17]=[CH:16][C:15]([C:18]3[C:19]([CH2:27][CH3:28])=[C:20]([CH2:24][CH:25]=O)[CH:21]=[CH:22][CH:23]=3)=[CH:14][N:13]=2)[CH:5]=[CH:6][C:7]=1[O:8][CH:9]([CH3:11])[CH3:10].C([O-])(=O)C.[Na+].C(O)(=O)C.[CH3:38][NH:39][CH2:40][C:41]([O:43][CH3:44])=[O:42].C(O[BH-](OC(=O)C)OC(=O)C)(=O)C.[Na+]. Product: [Cl:1][C:2]1[CH:3]=[C:4]([C:12]2[N:17]=[CH:16][C:15]([C:18]3[C:19]([CH2:27][CH3:28])=[C:20]([CH2:24][CH2:25][N:39]([CH3:38])[CH2:40][C:41]([O:43][CH3:44])=[O:42])[CH:21]=[CH:22][CH:23]=3)=[CH:14][N:13]=2)[CH:5]=[CH:6][C:7]=1[O:8][CH:9]([CH3:10])[CH3:11]. The catalyst class is: 5. (3) Reactant: [CH3:1][NH:2][C:3]([C:5]1[CH:10]=[C:9]([O:11][C:12]2[CH:17]=[CH:16][C:15]([CH:18]=[O:19])=[CH:14][C:13]=2[CH3:20])[CH:8]=[CH:7][N:6]=1)=[O:4].[BH4-].[Na+]. Product: [CH3:1][NH:2][C:3]([C:5]1[CH:10]=[C:9]([O:11][C:12]2[CH:17]=[CH:16][C:15]([CH2:18][OH:19])=[CH:14][C:13]=2[CH3:20])[CH:8]=[CH:7][N:6]=1)=[O:4]. The catalyst class is: 1. (4) Reactant: [F:1][C:2]1[CH:7]=[CH:6][CH:5]=[C:4](I)[CH:3]=1.[Li]CCCC.[NH2:14][C:15]1[C:26]([O:27][CH:28]2[CH2:30][CH2:29]2)=[CH:25][CH:24]=[CH:23][C:16]=1[C:17](N(OC)C)=[O:18].Cl. Product: [NH2:14][C:15]1[C:26]([O:27][CH:28]2[CH2:29][CH2:30]2)=[CH:25][CH:24]=[CH:23][C:16]=1[C:17]([C:4]1[CH:5]=[CH:6][CH:7]=[C:2]([F:1])[CH:3]=1)=[O:18]. The catalyst class is: 7.